Dataset: Full USPTO retrosynthesis dataset with 1.9M reactions from patents (1976-2016). Task: Predict the reactants needed to synthesize the given product. (1) Given the product [CH3:36][C:29]1[CH:30]=[C:31]([CH3:35])[CH:32]=[C:33]([CH3:34])[C:28]=1[S:25]([NH:23][CH:22]([CH2:24][C:9]1[C:8]2[C:12](=[CH:13][CH:14]=[CH:15][C:7]=2[C:1]2[CH:2]=[CH:3][CH:4]=[CH:5][CH:6]=2)[NH:11][CH:10]=1)[C:21]([F:38])([F:20])[F:37])(=[O:26])=[O:27], predict the reactants needed to synthesize it. The reactants are: [C:1]1([C:7]2[CH:15]=[CH:14][CH:13]=[C:12]3[C:8]=2[CH:9]=[CH:10][NH:11]3)[CH:6]=[CH:5][CH:4]=[CH:3][CH:2]=1.C([Mg]Br)C.[F:20][C:21]([F:38])([F:37])[CH:22]1[CH2:24][N:23]1[S:25]([C:28]1[C:33]([CH3:34])=[CH:32][C:31]([CH3:35])=[CH:30][C:29]=1[CH3:36])(=[O:27])=[O:26]. (2) Given the product [CH2:1]([O:3][C:4]([C:6]1[C:7]([O:14][CH2:15][C:16]2[CH:21]=[CH:20][CH:19]=[CH:18][CH:17]=2)=[N:8][NH:9][CH:10]=1)=[O:5])[CH3:2], predict the reactants needed to synthesize it. The reactants are: [CH2:1]([O:3][C:4]([C:6]1[C:7](=[O:14])[NH:8][N:9](C(=O)C)[CH:10]=1)=[O:5])[CH3:2].[CH2:15](Br)[C:16]1[CH:21]=[CH:20][CH:19]=[CH:18][CH:17]=1.C(=O)([O-])[O-].[K+].[K+].Cl. (3) Given the product [CH2:8]([O:7][C:5]([CH:4]1[CH2:3][CH2:2][N:1]([C:20]2[N:29]=[C:28]([NH:30][CH2:31][C:32]3[CH:37]=[CH:36][C:35]4[O:38][CH2:39][O:40][C:34]=4[CH:33]=3)[C:27]3[C:22](=[CH:23][CH:24]=[C:25]([C:41]#[N:42])[CH:26]=3)[N:21]=2)[CH2:11][CH2:10]1)=[O:6])[CH3:9], predict the reactants needed to synthesize it. The reactants are: [NH:1]1[CH2:11][CH2:10][CH:4]([C:5]([O:7][CH2:8][CH3:9])=[O:6])[CH2:3][CH2:2]1.C(N(CC)CC)C.Cl[C:20]1[N:29]=[C:28]([NH:30][CH2:31][C:32]2[CH:37]=[CH:36][C:35]3[O:38][CH2:39][O:40][C:34]=3[CH:33]=2)[C:27]2[C:22](=[CH:23][CH:24]=[C:25]([C:41]#[N:42])[CH:26]=2)[N:21]=1. (4) Given the product [CH3:47][N:45]([CH3:46])[C:43](=[O:44])[CH2:42][N:39]1[C:40]2[C:36](=[CH:35][C:34]([O:48][CH3:49])=[C:33]([NH:32][C:2]3[NH:7][C:6]4=[N:8][CH:9]=[CH:10][C:5]4=[C:4]([NH:21][C:22]4[CH:30]=[CH:29][CH:28]=[C:27]([F:31])[C:23]=4[C:24]([NH2:26])=[O:25])[N:3]=3)[CH:41]=2)[CH:37]=[CH:38]1, predict the reactants needed to synthesize it. The reactants are: Cl[C:2]1[N:3]=[C:4]([NH:21][C:22]2[CH:30]=[CH:29][CH:28]=[C:27]([F:31])[C:23]=2[C:24]([NH2:26])=[O:25])[C:5]2[CH:10]=[CH:9][N:8](S(C3C=CC(C)=CC=3)(=O)=O)[C:6]=2[N:7]=1.[NH2:32][C:33]1[CH:41]=[C:40]2[C:36]([CH2:37][CH2:38][N:39]2[CH2:42][C:43]([N:45]([CH3:47])[CH3:46])=[O:44])=[CH:35][C:34]=1[O:48][CH3:49].